Dataset: CYP1A2 inhibition data for predicting drug metabolism from PubChem BioAssay. Task: Regression/Classification. Given a drug SMILES string, predict its absorption, distribution, metabolism, or excretion properties. Task type varies by dataset: regression for continuous measurements (e.g., permeability, clearance, half-life) or binary classification for categorical outcomes (e.g., BBB penetration, CYP inhibition). Dataset: cyp1a2_veith. (1) The molecule is COc1ccccc1Nc1nc(-c2sc(NC(=O)c3ccccc3)nc2C)cs1. The result is 0 (non-inhibitor). (2) The compound is O=C(c1cc(C(F)(F)F)cc(C(F)(F)F)c1)N1CCC[C@@]2(CCN(c3ccccc3)C2)C1. The result is 0 (non-inhibitor).